Task: Binary Classification. Given a miRNA mature sequence and a target amino acid sequence, predict their likelihood of interaction.. Dataset: Experimentally validated miRNA-target interactions with 360,000+ pairs, plus equal number of negative samples (1) The miRNA is hsa-miR-668-5p with sequence UGCGCCUCGGGUGAGCAUG. The protein sequence of the target gene is MWTTGRMSNAKSWLGLGTSLYFWALMDLTATVLSSTPMPEVELETLFSGRSQSHQRSKRSWVWNQFFVLEEYTGTDPLYVGKLHSDMDRGDGSIKYILSGEGAGIVFTIDDTTGDIHAIQRLDREERAQYTLRAQALDRRTGRPMEPESEFIIKIQDINDNEPKFLDGPYIATVPEMSPVGTSVIQVTATDADDPTYGNSARVVYSILQGQPYFSVDSKTGVIRTALMNMDREAKEYYEVIIQAKDMGGQLGGLAGTTTVNITLSDVNDNPPRFPQKHYQMSVLESAPISSTVGRVFAKD.... Result: 0 (no interaction). (2) The miRNA is cel-miR-360-3p with sequence UGACCGUAAUCCCGUUCACAA. The protein sequence of the target gene is MKIEEVKSTTKTQRIASHSHVKGLGLDESGLAKQAASGLVGQENAREACGVIVELIKSKKMAGRAVLLAGPPGTGKTALALAIAQELGSKVPFCPMVGSEVYSTEIKKTEVLMENFRRAIGLRIKETKEVYEGEVTELTPCETENPMGGYGKTISHVIIGLKTAKGTKQLKLDPSIFESLQKERVEAGDVIYIEANSGAVKRQGRCDTYATEFDLEAEEYVPLPKGDVHKKKEIIQDVTLHDLDVANARPQGGQDILSMMGQLMKPKKTEITDKLRGEINKVVNKYIDQGIAELVPGVLF.... Result: 0 (no interaction). (3) The miRNA is hsa-miR-6864-3p with sequence GUGAGACUUCUCUCCCUUCAG. The protein sequence of the target gene is MRLGSPGLLFLLFSSLRADTQEKEVRAMVGSDVELSCACPEGSRFDLNDVYVYWQTSESKTVVTYHIPQNSSLENVDSRYRNRALMSPAGMLRGDFSLRLFNVTPQDEQKFHCLVLSQSLGFQEVLSVEVTLHVAANFSVPVVSAPHSPSQDELTFTCTSINGYPRPNVYWINKTDNSLLDQALQNDTVFLNMRGLYDVVSVLRIARTPSVNIGCCIENVLLQQNLTVGSQTGNDIGERDKITENPVSTGEKNAATWSILAVLCLLVVVAVAIGWVCRDRCLQHSYAGAWAVSPETELTG.... Result: 1 (interaction). (4) The miRNA is hsa-miR-3665 with sequence AGCAGGUGCGGGGCGGCG. The protein sequence of the target gene is MDPNCSCATGGSCTCAGSCKCKECKCTSCKKSCCSCCPVGCAKCAQGCVCKGASEKCSCCA. Result: 1 (interaction). (5) The miRNA is hsa-miR-4655-3p with sequence ACCCUCGUCAGGUCCCCGGGG. The protein sequence of the target gene is MNWFGSNFFRCPEDLSLLNIYSPLLSHMSSEDEHFISNLRGHVPASAVVKQPVRGASGRTTITAIVQTGGGWSTGLFSVCRDRRICFCGLFCPMCLECDIARHYGECLCWPLLPGSTFALRIGTRERHKIQGTLCEDWLAVHCCWAFSICQVARELKMRTSQVYEICAVPMTKDTLV. Result: 0 (no interaction). (6) Result: 0 (no interaction). The miRNA is rno-miR-494-3p with sequence UGAAACAUACACGGGAAACCUCU. The protein sequence of the target gene is MAATTANPEMTSDVPSLGPTIASGNPGPGIQGGGAVVQRAIKRRSGLDFDDEGEVNSKFLRCDDEQMCNDKERFARSDDEQSSADKERLARENHSEIERRRRNKMTAYITELSDMVPTCSALARKPDKLTILRMAVSHMKSLRGTGNTSTDGSYKPSFLTDQELKHLILEAADGFLFIVSCETGRVVYVSDSVTPVLNQPQSEWFGSTLYDQVHPDDVDKLREQLSTSENALTGRILDLKTGTVKKEGQQSSMRMCMGSRRSFICRMRCGTSSVDPVSMNRLSFLRNRCRNGLGSVKEGE....